From a dataset of Reaction yield outcomes from USPTO patents with 853,638 reactions. Predict the reaction yield, written as a fraction of the theoretical maximum amount of product (1.0 means a 100% yield; for example, 0.34 means a 34% yield). (1) The reactants are [Cl:1][C:2]1[NH:10][C:9]2[C:8](=[O:11])[N:7]([CH2:12][CH2:13][CH2:14][CH2:15][C:16]([OH:18])=O)[C:6](=[O:19])[N:5]([CH2:20][CH2:21][CH2:22][CH2:23][CH3:24])[C:4]=2[N:3]=1.C1N=CN(C(N2C=NC=C2)=O)C=1.[CH3:37][C:38]1[CH:39]=[C:40]([CH2:44][NH2:45])[CH:41]=[CH:42][CH:43]=1. The catalyst is C(Cl)Cl. The product is [Cl:1][C:2]1[NH:10][C:9]2[C:8](=[O:11])[N:7]([CH2:12][CH2:13][CH2:14][CH2:15][C:16]([NH:45][CH2:44][C:40]3[CH:41]=[CH:42][CH:43]=[C:38]([CH3:37])[CH:39]=3)=[O:18])[C:6](=[O:19])[N:5]([CH2:20][CH2:21][CH2:22][CH2:23][CH3:24])[C:4]=2[N:3]=1. The yield is 0.870. (2) The reactants are Br[CH2:2][C:3]1[CH:10]=[CH:9][C:6]([C:7]#[N:8])=[CH:5][CH:4]=1.[CH3:11][C:12]([O:15][C:16]([NH:18][C:19]([O:21][C:22]([CH3:25])([CH3:24])[CH3:23])=[O:20])=[O:17])([CH3:14])[CH3:13].C(=O)([O-])[O-].[Cs+].[Cs+]. The catalyst is C1COCC1.[I-].[Li+]. The product is [C:22]([O:21][C:19]([N:18]([CH2:2][C:3]1[CH:10]=[CH:9][C:6]([C:7]#[N:8])=[CH:5][CH:4]=1)[C:16]([O:15][C:12]([CH3:14])([CH3:13])[CH3:11])=[O:17])=[O:20])([CH3:25])([CH3:24])[CH3:23]. The yield is 0.830. (3) The yield is 0.784. The product is [CH2:23]([CH:31]1[CH2:32][CH2:33][NH:34][CH2:35][CH2:36]1)[CH2:24][C:25]1[CH:30]=[CH:29][CH:28]=[CH:27][CH:26]=1. The catalyst is O=[Pt]=O.C(O)(=O)C. The reactants are N1C=CC(C)=CC=1.C(=O)C1C=CC=CC=1.C(OC(=O)C)(=O)C.[CH:23](/[C:31]1[CH:36]=[CH:35][N:34]=[CH:33][CH:32]=1)=[CH:24]\[C:25]1[CH:30]=[CH:29][CH:28]=[CH:27][CH:26]=1.[H][H]. (4) The reactants are [NH2:1][CH:2]1[CH2:6][CH2:5][N:4]([C:7]2[N:12]=[CH:11][C:10]([NH:13][C:14]3[C:23]4[C:18](=[CH:19][CH:20]=[C:21]([C:24]5[CH:29]=[C:28]([F:30])[C:27]([OH:31])=[C:26]([Cl:32])[CH:25]=5)[CH:22]=4)[N:17]=[CH:16][C:15]=3[C:33]([CH:35]3[CH2:37][CH2:36]3)=[O:34])=[CH:9][N:8]=2)[CH2:3]1.Cl. The catalyst is CO.C(OCC)C. The product is [ClH:32].[NH2:1][CH:2]1[CH2:6][CH2:5][N:4]([C:7]2[N:8]=[CH:9][C:10]([NH:13][C:14]3[C:23]4[C:18](=[CH:19][CH:20]=[C:21]([C:24]5[CH:29]=[C:28]([F:30])[C:27]([OH:31])=[C:26]([Cl:32])[CH:25]=5)[CH:22]=4)[N:17]=[CH:16][C:15]=3[C:33]([CH:35]3[CH2:36][CH2:37]3)=[O:34])=[CH:11][N:12]=2)[CH2:3]1. The yield is 0.920. (5) The yield is 0.680. The catalyst is C(O)C. The product is [Br:10][C:7]1[CH:6]=[C:3]2[C:2](=[CH:9][CH:8]=1)[N:1]=[C:11]([C:14]1[S:18][C:17]([CH3:19])=[N:16][C:15]=1[CH3:20])[CH:12]=[CH:4]2. The reactants are [NH2:1][C:2]1[CH:9]=[CH:8][C:7]([Br:10])=[CH:6][C:3]=1[CH:4]=O.[C:11]([C:14]1[S:18][C:17]([CH3:19])=[N:16][C:15]=1[CH3:20])(=O)[CH3:12].[OH-].[K+].C(O)C. (6) The catalyst is Cl.O. The yield is 0.820. The product is [Br:1][C:2]1[CH:28]=[CH:27][CH:26]=[CH:25][C:3]=1[CH2:4][N:5]([C:10]1[N:15]=[C:14]([NH:16][C:17]2[CH:18]=[CH:19][C:20]([Cl:23])=[CH:21][CH:22]=2)[CH:13]=[C:12]([CH3:24])[N:11]=1)[NH2:6]. The reactants are [Br:1][C:2]1[CH:28]=[CH:27][CH:26]=[CH:25][C:3]=1[CH2:4][N:5]([C:10]1[N:15]=[C:14]([NH:16][C:17]2[CH:22]=[CH:21][C:20]([Cl:23])=[CH:19][CH:18]=2)[CH:13]=[C:12]([CH3:24])[N:11]=1)[NH:6]C(=O)C.C(=O)([O-])O.[Na+]. (7) The reactants are C([Li])CCC.[CH2:6]([C:14]1[CH:19]=[CH:18][C:17](I)=[CH:16][CH:15]=1)[CH2:7][CH2:8][CH2:9][CH2:10][CH2:11][CH2:12][CH3:13].C[O:22][B:23](OC)[O:24]C.Cl. The catalyst is C1COCC1.O. The product is [CH2:6]([C:14]1[CH:19]=[CH:18][C:17]([B:23]([OH:24])[OH:22])=[CH:16][CH:15]=1)[CH2:7][CH2:8][CH2:9][CH2:10][CH2:11][CH2:12][CH3:13]. The yield is 0.840. (8) The reactants are [CH3:1][O:2][C:3]1[CH:4]=[C:5]2[C:10](=[CH:11][CH:12]=1)[C:9]([C:13](=[O:29])[C:14]1[CH:19]=[CH:18][C:17]([O:20][CH2:21][CH2:22][N:23]3[CH2:28][CH2:27][CH2:26][CH2:25][CH2:24]3)=[CH:16][CH:15]=1)=[C:8](OS(C(F)(F)F)(=O)=O)[CH:7]=[CH:6]2.[F:38][C:39]1[CH:44]=[C:43]([F:45])[CH:42]=[C:41]([F:46])[C:40]=1B(O)O.P([O-])([O-])([O-])=O.[K+].[K+].[K+]. The catalyst is CN(C)C=O.C1C=CC([P]([Pd]([P](C2C=CC=CC=2)(C2C=CC=CC=2)C2C=CC=CC=2)([P](C2C=CC=CC=2)(C2C=CC=CC=2)C2C=CC=CC=2)[P](C2C=CC=CC=2)(C2C=CC=CC=2)C2C=CC=CC=2)(C2C=CC=CC=2)C2C=CC=CC=2)=CC=1. The product is [CH3:1][O:2][C:3]1[CH:4]=[C:5]2[C:10](=[CH:11][CH:12]=1)[C:9]([C:13]([C:14]1[CH:19]=[CH:18][C:17]([O:20][CH2:21][CH2:22][N:23]3[CH2:24][CH2:25][CH2:26][CH2:27][CH2:28]3)=[CH:16][CH:15]=1)=[O:29])=[C:8]([C:40]1[C:39]([F:38])=[CH:44][C:43]([F:45])=[CH:42][C:41]=1[F:46])[CH:7]=[CH:6]2. The yield is 0.930. (9) The reactants are [H-].[Na+].[Br:3][C:4]1[CH:12]=[C:11]2[C:7]([C:8]3[CH2:16][C:15]([CH3:18])([CH3:17])[N:14]([C:19]([O:21][C:22]([CH3:25])([CH3:24])[CH3:23])=[O:20])[CH2:13][C:9]=3[NH:10]2)=[CH:6][CH:5]=1.[CH3:26]I.O. The catalyst is CN(C=O)C. The product is [Br:3][C:4]1[CH:12]=[C:11]2[C:7]([C:8]3[CH2:16][C:15]([CH3:17])([CH3:18])[N:14]([C:19]([O:21][C:22]([CH3:25])([CH3:24])[CH3:23])=[O:20])[CH2:13][C:9]=3[N:10]2[CH3:26])=[CH:6][CH:5]=1. The yield is 0.700.